Dataset: Full USPTO retrosynthesis dataset with 1.9M reactions from patents (1976-2016). Task: Predict the reactants needed to synthesize the given product. (1) Given the product [Br:11][C:12]1[C:20]([N+:21]([O-:23])=[O:22])=[CH:19][C:15]([C:16]([O:18][CH2:7][CH2:8][CH3:9])=[O:17])=[C:14]([CH3:24])[CH:13]=1, predict the reactants needed to synthesize it. The reactants are: C(=O)([O-])[O-].[K+].[K+].[CH2:7](I)[CH2:8][CH3:9].[Br:11][C:12]1[C:20]([N+:21]([O-:23])=[O:22])=[CH:19][C:15]([C:16]([OH:18])=[O:17])=[C:14]([CH3:24])[CH:13]=1. (2) Given the product [Si:1]([O:8][C@@H:9]1[C@@H:14]([CH3:15])[CH2:13][N:12]([C:16]2[CH:21]=[CH:20][N:19]=[CH:18][C:17]=2[NH:22][C:23]([C:25]2[N:30]=[C:29]3[C:31]([CH:34]([CH3:36])[CH3:35])=[CH:32][O:33][C:28]3=[CH:27][CH:26]=2)=[O:24])[CH2:11][C@H:10]1[NH:37][C:38](=[O:44])[O:39][C:40]([CH3:41])([CH3:42])[CH3:43])([C:4]([CH3:6])([CH3:7])[CH3:5])([CH3:2])[CH3:3], predict the reactants needed to synthesize it. The reactants are: [Si:1]([O:8][C@@H:9]1[C@@H:14]([CH3:15])[CH2:13][N:12]([C:16]2[CH:21]=[CH:20][N:19]=[CH:18][C:17]=2[NH:22][C:23]([C:25]2[N:30]=[C:29]3[C:31]([C:34]([CH3:36])=[CH2:35])=[CH:32][O:33][C:28]3=[CH:27][CH:26]=2)=[O:24])[CH2:11][C@H:10]1[NH:37][C:38](=[O:44])[O:39][C:40]([CH3:43])([CH3:42])[CH3:41])([C:4]([CH3:7])([CH3:6])[CH3:5])([CH3:3])[CH3:2]. (3) Given the product [CH2:29]([O:31][C:32]([C:6]1[S:10][C:9]([C:11]2[CH2:15][C:14]([C:20]3[CH:25]=[C:24]([Cl:26])[CH:23]=[C:22]([Cl:27])[CH:21]=3)([C:16]([F:19])([F:18])[F:17])[O:13][N:12]=2)=[CH:8][C:7]=1[CH3:28])=[O:33])[CH3:30], predict the reactants needed to synthesize it. The reactants are: C([Mg]Cl)C.Br[C:6]1[S:10][C:9]([C:11]2[CH2:15][C:14]([C:20]3[CH:25]=[C:24]([Cl:26])[CH:23]=[C:22]([Cl:27])[CH:21]=3)([C:16]([F:19])([F:18])[F:17])[O:13][N:12]=2)=[CH:8][C:7]=1[CH3:28].[CH2:29]([O:31][C:32](C#N)=[O:33])[CH3:30]. (4) Given the product [Cl:1][C:2]1[C:3]([N:16]2[CH2:17][CH2:18][CH:19]([C:22]([OH:24])=[O:23])[CH2:20][CH2:21]2)=[N:4][C:5]([O:27][CH3:26])=[C:6]([C:8]2[O:9][C:10]([CH2:13][CH3:14])=[CH:11][N:12]=2)[CH:7]=1, predict the reactants needed to synthesize it. The reactants are: [Cl:1][C:2]1[C:3]([N:16]2[CH2:21][CH2:20][CH:19]([C:22]([O:24]C)=[O:23])[CH2:18][CH2:17]2)=[N:4][C:5](Cl)=[C:6]([C:8]2[O:9][C:10]([CH2:13][CH3:14])=[CH:11][N:12]=2)[CH:7]=1.[CH3:26][O-:27].[Na+].Cl. (5) Given the product [CH3:19][C:20]1[C:25]([CH3:26])=[CH:24][CH:23]=[CH:22][C:21]=1[O:27][C:2]1[CH:7]=[C:6]([O:8][CH2:9][C:10]#[C:11][CH3:12])[N:5]=[CH:4][N:3]=1, predict the reactants needed to synthesize it. The reactants are: Cl[C:2]1[CH:7]=[C:6]([O:8][CH2:9][C:10]#[C:11][CH3:12])[N:5]=[CH:4][N:3]=1.C(=O)([O-])[O-].[K+].[K+].[CH3:19][C:20]1[C:25]([CH3:26])=[CH:24][CH:23]=[CH:22][C:21]=1[OH:27].[Cl-].[NH4+]. (6) The reactants are: [F:1][C:2]1[CH:3]=[C:4]([CH:36]=[CH:37][C:38]=1[OH:39])[C:5]([N:7]([CH:33]([CH3:35])[CH3:34])[C:8]1[CH:13]=[C:12]([O:14][CH3:15])[CH:11]=[CH:10][C:9]=1[CH:16]1[CH2:25][CH2:24][C:23]2[CH:22]=[C:21]([O:26]C(=O)C(C)(C)C)[CH:20]=[CH:19][C:18]=2[CH2:17]1)=O.Cl[CH2:41][C:42]([N:44]([CH2:47][CH3:48])[CH2:45][CH3:46])=O. Given the product [CH2:42]([N:44]([CH2:47][CH3:48])[CH2:45][CH2:46][O:39][C:38]1[CH:37]=[CH:36][C:4]([CH2:5][N:7]([CH:33]([CH3:35])[CH3:34])[C:8]2[CH:13]=[C:12]([O:14][CH3:15])[CH:11]=[CH:10][C:9]=2[CH:16]2[CH2:25][CH2:24][C:23]3[CH:22]=[C:21]([OH:26])[CH:20]=[CH:19][C:18]=3[CH2:17]2)=[CH:3][C:2]=1[F:1])[CH3:41], predict the reactants needed to synthesize it.